Dataset: Reaction yield outcomes from USPTO patents with 853,638 reactions. Task: Predict the reaction yield, written as a fraction of the theoretical maximum amount of product (1.0 means a 100% yield; for example, 0.34 means a 34% yield). (1) The reactants are C(N1C=CN=C1)(N1C=CN=C1)=O.[CH:13]1([C:19]2[C:20]3[CH:21]=[CH:22][C:23]([C:43](O)=[O:44])=[CH:24][C:25]=3[N:26]3[CH2:32][C:31]([C:33]([O:35][CH3:36])=[O:34])=[CH:30][C:29]4[CH:37]=[C:38]([O:41][CH3:42])[CH:39]=[CH:40][C:28]=4[C:27]=23)[CH2:18][CH2:17][CH2:16][CH2:15][CH2:14]1.[CH:46]1([S:49]([NH2:52])(=[O:51])=[O:50])[CH2:48][CH2:47]1.C1CCN2C(=NCCC2)CC1. The catalyst is C1COCC1.CCOC(C)=O. The product is [CH:13]1([C:19]2[C:20]3[CH:21]=[CH:22][C:23]([C:43](=[O:44])[NH:52][S:49]([CH:46]4[CH2:48][CH2:47]4)(=[O:51])=[O:50])=[CH:24][C:25]=3[N:26]3[CH2:32][C:31]([C:33]([O:35][CH3:36])=[O:34])=[CH:30][C:29]4[CH:37]=[C:38]([O:41][CH3:42])[CH:39]=[CH:40][C:28]=4[C:27]=23)[CH2:18][CH2:17][CH2:16][CH2:15][CH2:14]1. The yield is 0.890. (2) The reactants are [Br:1][C:2]1[CH:3]=[C:4]([C:8]2([C:12]3[CH:17]=[CH:16][CH:15]=[C:14]([Br:18])[CH:13]=3)[CH2:11][NH:10][CH2:9]2)[CH:5]=[CH:6][CH:7]=1.I[C:20]1[CH:25]=[CH:24][CH:23]=[CH:22][CH:21]=1.CC1(C)C2C(=C(P(C3C=CC=CC=3)C3C=CC=CC=3)C=CC=2)OC2C(P(C3C=CC=CC=3)C3C=CC=CC=3)=CC=CC1=2.CC(C)([O-])C.[Na+]. The catalyst is O1CCOCC1.C1C=CC(/C=C/C(/C=C/C2C=CC=CC=2)=O)=CC=1.C1C=CC(/C=C/C(/C=C/C2C=CC=CC=2)=O)=CC=1.C1C=CC(/C=C/C(/C=C/C2C=CC=CC=2)=O)=CC=1.[Pd].[Pd].ClCCl.O. The product is [Br:1][C:2]1[CH:3]=[C:4]([C:8]2([C:12]3[CH:17]=[CH:16][CH:15]=[C:14]([Br:18])[CH:13]=3)[CH2:9][N:10]([C:20]3[CH:25]=[CH:24][CH:23]=[CH:22][CH:21]=3)[CH2:11]2)[CH:5]=[CH:6][CH:7]=1. The yield is 0.580. (3) The reactants are [Br:1][C:2]1[C:7]([C:8]([O:10][CH3:11])=[O:9])=[C:6]([CH3:12])[C:5]([OH:13])=[CH:4][CH:3]=1.C(=O)([O-])[O-].[Cs+].[Cs+].I[CH2:21][CH3:22].C(OCC)(=O)C. The catalyst is CN(C=O)C. The product is [Br:1][C:2]1[C:7]([C:8]([O:10][CH3:11])=[O:9])=[C:6]([CH3:12])[C:5]([O:13][CH2:21][CH3:22])=[CH:4][CH:3]=1. The yield is 0.960. (4) The yield is 0.930. The product is [S:56]1[C:60]([CH2:61][CH:15]([NH:16][S:17]([C:20]2[CH:21]=[N:22][CH:23]=[CH:24][CH:25]=2)(=[O:19])=[O:18])[C:11]2[N:10]=[C:9]([N:8]([CH2:26][C:27]([O:29][C:30]([CH3:33])([CH3:32])[CH3:31])=[O:28])[C:6]([O:5][C:1]([CH3:4])([CH3:3])[CH3:2])=[O:7])[CH:14]=[CH:13][CH:12]=2)=[CH:59][C:58]2[CH:63]=[CH:64][CH:65]=[CH:66][C:57]1=2. No catalyst specified. The reactants are [C:1]([O:5][C:6]([N:8]([CH2:26][C:27]([O:29][C:30]([CH3:33])([CH3:32])[CH3:31])=[O:28])[C:9]1[CH:14]=[CH:13][CH:12]=[C:11]([CH2:15][NH:16][S:17]([C:20]2[CH:21]=[N:22][CH:23]=[CH:24][CH:25]=2)(=[O:19])=[O:18])[N:10]=1)=[O:7])([CH3:4])([CH3:3])[CH3:2].S1C=CN=C1C1C=CC(CNS(C2C=NC=CC=2)(=O)=O)=CC=1.[S:56]1[C:60]([CH2:61]O)=[CH:59][C:58]2[CH:63]=[CH:64][CH:65]=[CH:66][C:57]1=2. (5) The reactants are CC(OI1(OC(C)=O)(OC(C)=O)OC(=O)C2C=CC=CC1=2)=O.[I:23][C:24]1[C:28]([CH2:29][OH:30])=[CH:27][N:26]([CH2:31][O:32][CH2:33][CH2:34][Si:35]([CH3:38])([CH3:37])[CH3:36])[N:25]=1.C([O-])(O)=O.[Na+]. The catalyst is C(Cl)Cl.S([O-])([O-])=O.[Na+].[Na+].O. The product is [I:23][C:24]1[C:28]([CH:29]=[O:30])=[CH:27][N:26]([CH2:31][O:32][CH2:33][CH2:34][Si:35]([CH3:38])([CH3:37])[CH3:36])[N:25]=1. The yield is 1.00.